This data is from Full USPTO retrosynthesis dataset with 1.9M reactions from patents (1976-2016). The task is: Predict the reactants needed to synthesize the given product. (1) Given the product [N:17]1([CH2:24][CH2:25][N:26]2[CH2:27][CH2:28][CH:29]([NH:32][C:11]([C:5]3[NH:6][C:7]4[C:3]([CH:4]=3)=[C:2]([Br:1])[CH:10]=[CH:9][CH:8]=4)=[O:13])[CH2:30][CH2:31]2)[CH2:23][CH2:22][CH2:21][CH2:20][CH2:19][CH2:18]1, predict the reactants needed to synthesize it. The reactants are: [Br:1][C:2]1[CH:10]=[CH:9][CH:8]=[C:7]2[C:3]=1[CH:4]=[C:5]([C:11]([OH:13])=O)[NH:6]2.Cl.Cl.Cl.[N:17]1([CH2:24][CH2:25][N:26]2[CH2:31][CH2:30][CH:29]([NH2:32])[CH2:28][CH2:27]2)[CH2:23][CH2:22][CH2:21][CH2:20][CH2:19][CH2:18]1.CCN(C(C)C)C(C)C.CN(C(ON1N=NC2C=CC=CC1=2)=[N+](C)C)C.[B-](F)(F)(F)F. (2) The reactants are: [CH3:1][C:2]1[O:6][C:5]([CH:7]2[CH2:12][CH2:11][NH:10][CH2:9][CH2:8]2)=[N:4][CH:3]=1.N1([C:18]([O:20][CH2:21][C:22]2[CH:27]=[CH:26][C:25]([Cl:28])=[CH:24][C:23]=2[CH2:29][N:30]2[N:34]=[N:33][C:32]([CH3:35])=[N:31]2)=[O:19])C=CN=C1. Given the product [CH3:1][C:2]1[O:6][C:5]([CH:7]2[CH2:12][CH2:11][N:10]([C:18]([O:20][CH2:21][C:22]3[CH:27]=[CH:26][C:25]([Cl:28])=[CH:24][C:23]=3[CH2:29][N:30]3[N:34]=[N:33][C:32]([CH3:35])=[N:31]3)=[O:19])[CH2:9][CH2:8]2)=[N:4][CH:3]=1, predict the reactants needed to synthesize it.